This data is from Peptide-MHC class I binding affinity with 185,985 pairs from IEDB/IMGT. The task is: Regression. Given a peptide amino acid sequence and an MHC pseudo amino acid sequence, predict their binding affinity value. This is MHC class I binding data. (1) The peptide sequence is STTTCEAGV. The MHC is HLA-A02:19 with pseudo-sequence HLA-A02:19. The binding affinity (normalized) is 0.0847. (2) The peptide sequence is FAAPHRGVA. The MHC is HLA-B15:01 with pseudo-sequence HLA-B15:01. The binding affinity (normalized) is 0.0847. (3) The peptide sequence is DRFGLAESL. The MHC is Mamu-B03 with pseudo-sequence Mamu-B03. The binding affinity (normalized) is 0.273.